This data is from Forward reaction prediction with 1.9M reactions from USPTO patents (1976-2016). The task is: Predict the product of the given reaction. (1) The product is: [CH2:30]([O:29][C:27]([C:26]1[N:13]=[N:12][N:11]([C:9]2[CH:8]=[C:7]([C:14]3[CH:19]=[CH:18][C:17]([CH3:20])=[CH:16][CH:15]=3)[CH:6]=[C:5]([C:3]([O:2][CH3:1])=[O:4])[CH:10]=2)[C:21]=1[CH:22]([CH3:24])[CH3:23])=[O:28])[CH3:31]. Given the reactants [CH3:1][O:2][C:3]([C:5]1[CH:6]=[C:7]([C:14]2[CH:19]=[CH:18][C:17]([CH3:20])=[CH:16][CH:15]=2)[CH:8]=[C:9]([N:11]=[N+:12]=[N-:13])[CH:10]=1)=[O:4].[C:21]([CH2:26][C:27]([O:29][CH2:30][CH3:31])=[O:28])(=O)[CH:22]([CH3:24])[CH3:23].CC[O-].[Na+], predict the reaction product. (2) Given the reactants [CH2:1]([O:8][C:9]1[CH:10]=[C:11]2[C:16](=[O:17])[O:15][C:13](=O)[C:12]2=[CH:18][CH:19]=1)[C:2]1[CH:7]=[CH:6][CH:5]=[CH:4][CH:3]=1.[CH2:20]([NH:24][CH2:25][C:26]([O:28][CH2:29][CH3:30])=[O:27])[CH:21]([CH3:23])[CH3:22].C(=O)([O-])[O-].[K+].[K+].C(I)C.[O-]CC.[Na+].Cl, predict the reaction product. The product is: [CH2:1]([O:8][C:9]1[CH:10]=[C:11]2[C:12]([C:13]([OH:15])=[C:25]([C:26]([O:28][CH2:29][CH3:30])=[O:27])[N:24]([CH2:20][CH:21]([CH3:22])[CH3:23])[C:16]2=[O:17])=[CH:18][CH:19]=1)[C:2]1[CH:3]=[CH:4][CH:5]=[CH:6][CH:7]=1. (3) Given the reactants C[O:2][C:3](=[O:27])[CH2:4][C:5]1[C:14]([CH3:15])=[C:13]([CH:16]2[CH2:21][CH2:20][N:19]([S:22]([CH3:25])(=[O:24])=[O:23])[CH2:18][CH2:17]2)[C:12]2[C:7](=[CH:8][CH:9]=[C:10]([F:26])[CH:11]=2)[CH:6]=1.O.[OH-].[Li+], predict the reaction product. The product is: [F:26][C:10]1[CH:11]=[C:12]2[C:7](=[CH:8][CH:9]=1)[CH:6]=[C:5]([CH2:4][C:3]([OH:27])=[O:2])[C:14]([CH3:15])=[C:13]2[CH:16]1[CH2:21][CH2:20][N:19]([S:22]([CH3:25])(=[O:23])=[O:24])[CH2:18][CH2:17]1.